Dataset: Forward reaction prediction with 1.9M reactions from USPTO patents (1976-2016). Task: Predict the product of the given reaction. (1) The product is: [Br:1][C:2]1[CH:7]=[CH:6][C:5]([CH2:8][C:9]([O:11][CH3:18])=[O:10])=[C:4]([F:12])[CH:3]=1. Given the reactants [Br:1][C:2]1[CH:7]=[CH:6][C:5]([CH2:8][C:9]([OH:11])=[O:10])=[C:4]([F:12])[CH:3]=1.OS(O)(=O)=O.[CH3:18]O, predict the reaction product. (2) Given the reactants [CH3:1][C@@:2]12[C:19]([CH3:21])([CH3:20])[C@@H:5]([C:6]3[C:7](=[O:18])[N:8]([C:11]4[CH:16]=[CH:15][C:14]([CH3:17])=[CH:13][CH:12]=4)[NH:9][C:10]=31)[CH2:4][CH2:3]2.S(OC)(O[CH3:26])(=O)=O, predict the reaction product. The product is: [CH3:26][N:9]1[C:10]2[C@@:2]3([CH3:1])[C:19]([CH3:21])([CH3:20])[C@H:5]([CH2:4][CH2:3]3)[C:6]=2[C:7](=[O:18])[N:8]1[C:11]1[CH:16]=[CH:15][C:14]([CH3:17])=[CH:13][CH:12]=1.[CH3:26][O:18][C:7]1[N:8]([C:11]2[CH:16]=[CH:15][C:14]([CH3:17])=[CH:13][CH:12]=2)[N:9]=[C:10]2[C:6]=1[C@@H:5]1[C:19]([CH3:21])([CH3:20])[C@@:2]2([CH3:1])[CH2:3][CH2:4]1. (3) Given the reactants N(C(OCC)=O)=NC(OCC)=O.[Cl:13][C:14]1[CH:15]=[C:16]([CH3:35])[C:17]2[NH:18][C:19](=[O:34])[C:20]3[CH:30]=[C:29]([CH2:31][CH2:32][OH:33])[CH:28]=[N:27][C:21]=3[N:22]([CH2:25][CH3:26])[C:23]=2[N:24]=1.O[C:37]1[C:46]2[C:41](=[CH:42][CH:43]=[CH:44][CH:45]=2)[N:40]=[CH:39][CH:38]=1.C1C=CC(P(C2C=CC=CC=2)C2C=CC=CC=2)=CC=1, predict the reaction product. The product is: [Cl:13][C:14]1[CH:15]=[C:16]([CH3:35])[C:17]2[NH:18][C:19](=[O:34])[C:20]3[CH:30]=[C:29]([CH2:31][CH2:32][O:33][C:37]4[C:46]5[C:41](=[CH:42][CH:43]=[CH:44][CH:45]=5)[N:40]=[CH:39][CH:38]=4)[CH:28]=[N:27][C:21]=3[N:22]([CH2:25][CH3:26])[C:23]=2[N:24]=1. (4) Given the reactants [OH:1][C:2]1([CH2:14][N:15]2[C:20](=[O:21])[C:19]3[CH:22]=[N:23][N:24]([C:25]4[CH:30]=[CH:29][CH:28]=[C:27]([OH:31])[CH:26]=4)[C:18]=3[N:17]=[CH:16]2)[CH2:7][CH2:6][N:5]([C:8]([C:10]2([CH3:13])[CH2:12][CH2:11]2)=[O:9])[CH2:4][CH2:3]1.CS(O[CH2:37][CH:38]1[CH2:41][C:40]([F:43])([F:42])[CH2:39]1)(=O)=O.C(=O)([O-])[O-].[K+].[K+], predict the reaction product. The product is: [F:42][C:40]1([F:43])[CH2:41][CH:38]([CH2:37][O:31][C:27]2[CH:26]=[C:25]([N:24]3[C:18]4[N:17]=[CH:16][N:15]([CH2:14][C:2]5([OH:1])[CH2:3][CH2:4][N:5]([C:8]([C:10]6([CH3:13])[CH2:11][CH2:12]6)=[O:9])[CH2:6][CH2:7]5)[C:20](=[O:21])[C:19]=4[CH:22]=[N:23]3)[CH:30]=[CH:29][CH:28]=2)[CH2:39]1. (5) Given the reactants [Br:1][C:2]1[CH:3]=[C:4]([CH2:9][C:10]([O:12][CH3:13])=[O:11])[CH:5]=[C:6]([F:8])[CH:7]=1.[Li+].C[Si]([N-][Si](C)(C)C)(C)C.[Cl:24][C:25]1[CH:30]=[CH:29][C:28]([C@H:31]([N:40]2[CH2:43][C:42](=O)[CH2:41]2)[C:32]2[CH:33]=[C:34]([CH:37]=[CH:38][CH:39]=2)[C:35]#[N:36])=[CH:27][CH:26]=1.CS(Cl)(=O)=O, predict the reaction product. The product is: [Br:1][C:2]1[CH:3]=[C:4]([C:9](=[C:42]2[CH2:43][N:40]([C@@H:31]([C:28]3[CH:27]=[CH:26][C:25]([Cl:24])=[CH:30][CH:29]=3)[C:32]3[CH:39]=[CH:38][CH:37]=[C:34]([C:35]#[N:36])[CH:33]=3)[CH2:41]2)[C:10]([O:12][CH3:13])=[O:11])[CH:5]=[C:6]([F:8])[CH:7]=1. (6) Given the reactants Br[C:2]1[CH:7]=[CH:6][C:5]([S:8]([N:11](C)[C@H:12]([C:16]([O:18][CH3:19])=[O:17])[CH:13]([CH3:15])[CH3:14])(=[O:10])=[O:9])=[CH:4][CH:3]=1.[N+:21]([C:24]1[CH:29]=[CH:28][C:27](B(O)O)=[CH:26][CH:25]=1)([O-:23])=[O:22].C1(C)C=CC=CC=1.C(=O)(O)[O-].[Na+], predict the reaction product. The product is: [N+:21]([C:24]1[CH:29]=[CH:28][C:27]([C:2]2[CH:7]=[CH:6][C:5]([S:8]([NH:11][C@H:12]([C:16]([O:18][CH3:19])=[O:17])[CH:13]([CH3:15])[CH3:14])(=[O:10])=[O:9])=[CH:4][CH:3]=2)=[CH:26][CH:25]=1)([O-:23])=[O:22].